Dataset: Cav3 T-type calcium channel HTS with 100,875 compounds. Task: Binary Classification. Given a drug SMILES string, predict its activity (active/inactive) in a high-throughput screening assay against a specified biological target. (1) The drug is S(Cc1c(onc1C)C)c1ncnc2c1cccc2. The result is 0 (inactive). (2) The drug is S1C(CN=C1NCc1ccccc1)C. The result is 0 (inactive). (3) The drug is S(CC(=O)NCc1ccccc1)c1ncccn1. The result is 0 (inactive). (4) The compound is O1C(CCC1)C(=O)N1CCN(CC1)C(=O)c1noc(c1)C. The result is 0 (inactive). (5) The drug is S(=O)(=O)(n1nc(OC(=O)c2c3c(ccc2)cccc3)cc1N)C. The result is 0 (inactive). (6) The compound is Clc1cc(F)c(NC(=O)CC(O)(C(F)(F)F)C(OC)=O)cc1. The result is 0 (inactive). (7) The result is 0 (inactive). The molecule is s1c(N2CCN(CC2)C(=O)CN2c3c(OC(C2=O)C)ccc(c3)C)nc2c1cccc2. (8) The result is 0 (inactive). The compound is O=C1N(C(CC1)C(=O)NCc1c(OCC)cccc1)C(C)C.